This data is from Forward reaction prediction with 1.9M reactions from USPTO patents (1976-2016). The task is: Predict the product of the given reaction. (1) Given the reactants CCN(CC)CC.I[CH:9]1[CH2:14][CH2:13][O:12][CH2:11][CH2:10]1.[CH2:15]([O:17][C:18](=[O:27])[CH2:19][C:20]1[CH:25]=[CH:24][C:23]([SH:26])=[CH:22][CH:21]=1)[CH3:16], predict the reaction product. The product is: [CH2:15]([O:17][C:18](=[O:27])[CH2:19][C:20]1[CH:25]=[CH:24][C:23]([S:26][CH:9]2[CH2:14][CH2:13][O:12][CH2:11][CH2:10]2)=[CH:22][CH:21]=1)[CH3:16]. (2) The product is: [C:51]([O:15][CH2:14][C:13]([CH3:16])([CH3:17])[CH2:12][N:11]1[C:5]2[CH:4]=[CH:3][C:2]([Cl:1])=[CH:44][C:6]=2[C@@H:7]([C:34]2[CH:39]=[CH:38][CH:37]=[C:36]([O:40][CH3:41])[C:35]=2[O:42][CH3:43])[O:8][C@H:9]([CH2:19][C:20]([NH:22][C:23]2[CH:24]=[C:25]([CH:29]=[CH:30][C:31]=2[O:32][CH3:33])[C:26]([OH:28])=[O:27])=[O:21])[C:10]1=[O:18])(=[O:53])[CH3:52]. Given the reactants [Cl:1][C:2]1[CH:3]=[CH:4][C:5]2[N:11]([CH2:12][C:13]([CH3:17])([CH3:16])[CH2:14][OH:15])[C:10](=[O:18])[C@@H:9]([CH2:19][C:20]([NH:22][C:23]3[CH:24]=[C:25]([CH:29]=[CH:30][C:31]=3[O:32][CH3:33])[C:26]([OH:28])=[O:27])=[O:21])[O:8][C@H:7]([C:34]3[CH:39]=[CH:38][CH:37]=[C:36]([O:40][CH3:41])[C:35]=3[O:42][CH3:43])[C:6]=2[CH:44]=1.N1C=CC=CC=1.[C:51](OCC)(=[O:53])[CH3:52].C(Cl)(=O)C, predict the reaction product. (3) Given the reactants [C:1]([CH2:4][NH:5][C:6]1[C:14]2[C:9](=[CH:10][CH:11]=[C:12]([O:15][C:16]3[CH:21]=[CH:20][C:19](C(F)(F)F)=[CH:18][CH:17]=3)[CH:13]=2)[N:8]([C:26]2[CH:31]=[CH:30][C:29]([O:32][CH:33]([CH3:35])[CH3:34])=[CH:28][CH:27]=2)[C:7]=1[C:36]([OH:38])=[O:37])(=[O:3])[CH3:2].[O:39]1C2C=CC(B(O)O)=CC=2[O:41][CH2:40]1, predict the reaction product. The product is: [C:1]([CH2:4][NH:5][C:6]1[C:14]2[C:9](=[CH:10][CH:11]=[C:12]([O:15][C:16]3[CH:17]=[CH:18][C:19]4[O:39][CH2:40][O:41][C:20]=4[CH:21]=3)[CH:13]=2)[N:8]([C:26]2[CH:27]=[CH:28][C:29]([O:32][CH:33]([CH3:35])[CH3:34])=[CH:30][CH:31]=2)[C:7]=1[C:36]([OH:38])=[O:37])(=[O:3])[CH3:2]. (4) Given the reactants CC1C=CC(S(O[CH2:12][C:13]2[CH:14]=[N:15][C:16]([CH3:19])=[CH:17][CH:18]=2)(=O)=O)=CC=1.BrCC1OC(C(F)(F)F)=CC=1.[NH:31]1[C:39]2[C:34](=[CH:35][CH:36]=[CH:37][CH:38]=2)[C:33]2([C:43]3=[CH:44][C:45]4[O:49][CH2:48][O:47][C:46]=4[CH:50]=[C:42]3[O:41][CH2:40]2)[C:32]1=[O:51].CC1(C)COC2=CC3OCC4(C=3C=C12)C1C(=CC=CC=1)NC4=O, predict the reaction product. The product is: [CH3:19][C:16]1[N:15]=[CH:14][C:13]([CH2:12][N:31]2[C:39]3[C:34](=[CH:35][CH:36]=[CH:37][CH:38]=3)[C:33]3([C:43]4=[CH:44][C:45]5[O:49][CH2:48][O:47][C:46]=5[CH:50]=[C:42]4[O:41][CH2:40]3)[C:32]2=[O:51])=[CH:18][CH:17]=1. (5) Given the reactants [Br:1][C:2]1[CH:3]=[C:4]([CH:7]=[CH:8][C:9]=1[O:10][CH3:11])[CH:5]=O.[CH3:12][NH:13][CH3:14].C([BH3-])#N.[Na+], predict the reaction product. The product is: [Br:1][C:2]1[CH:3]=[C:4]([CH2:5][N:13]([CH3:14])[CH3:12])[CH:7]=[CH:8][C:9]=1[O:10][CH3:11]. (6) Given the reactants [H-].[Na+].[C:3](#[N:7])[CH2:4][C:5]#[N:6].Br[C:9]1([C:14]([O:16][CH3:17])=[O:15])[CH2:13][CH2:12][O:11][CH2:10]1.C(=O)([O-])O.[Na+], predict the reaction product. The product is: [C:5]([CH:4]([C:3]#[N:7])[C:9]1([C:14]([O:16][CH3:17])=[O:15])[CH2:13][CH2:12][O:11][CH2:10]1)#[N:6].